This data is from Reaction yield outcomes from USPTO patents with 853,638 reactions. The task is: Predict the reaction yield, written as a fraction of the theoretical maximum amount of product (1.0 means a 100% yield; for example, 0.34 means a 34% yield). (1) The reactants are [N:1]([OH:4])=[N+]=[N-].[C:5]([O:9][C:10](OC([O-])=O)=[O:11])([CH3:8])([CH3:7])[CH3:6]. The catalyst is CO.[OH-].[OH-].[Pd+2]. The product is [C:10]([NH:1][OH:4])([O:9][C:5]([CH3:8])([CH3:7])[CH3:6])=[O:11]. The yield is 0.240. (2) The reactants are [CH3:1][C:2]1[C:10]2[C:5](=[CH:6][C:7]([N+:11]([O-:13])=[O:12])=[CH:8][CH:9]=2)[NH:4][N:3]=1.S(=O)(=O)(O)O.S(OC)(O[CH3:23])(=O)=O.C(=O)(O)[O-].[Na+]. The catalyst is CS(C)=O. The product is [CH3:23][N:3]1[C:2]([CH3:1])=[C:10]2[C:5]([CH:6]=[C:7]([N+:11]([O-:13])=[O:12])[CH:8]=[CH:9]2)=[N:4]1. The yield is 0.700.